Dataset: Peptide-MHC class I binding affinity with 185,985 pairs from IEDB/IMGT. Task: Regression. Given a peptide amino acid sequence and an MHC pseudo amino acid sequence, predict their binding affinity value. This is MHC class I binding data. The peptide sequence is IIYVGCGER. The MHC is HLA-B15:01 with pseudo-sequence HLA-B15:01. The binding affinity (normalized) is 0.0847.